Task: Regression. Given a peptide amino acid sequence and an MHC pseudo amino acid sequence, predict their binding affinity value. This is MHC class I binding data.. Dataset: Peptide-MHC class I binding affinity with 185,985 pairs from IEDB/IMGT The peptide sequence is METLLLLGL. The MHC is HLA-B40:01 with pseudo-sequence HLA-B40:01. The binding affinity (normalized) is 0.593.